The task is: Predict the product of the given reaction.. This data is from Forward reaction prediction with 1.9M reactions from USPTO patents (1976-2016). Given the reactants [Cl:1][C:2]1[CH:13]=[C:12]([Cl:14])[CH:11]=[CH:10][C:3]=1[CH:4]=[C:5]([C:8]#[N:9])[C:6]#[N:7].[NH2:15][C:16]1[N:21]([CH3:22])[C:20](=[O:23])[N:19]([CH3:24])[C:18](=[O:25])[CH:17]=1, predict the reaction product. The product is: [NH2:9][C:8]1[C:5]([C:6]#[N:7])=[C:4]([C:3]2[CH:10]=[CH:11][C:12]([Cl:14])=[CH:13][C:2]=2[Cl:1])[C:17]2[C:18](=[O:25])[N:19]([CH3:24])[C:20](=[O:23])[N:21]([CH3:22])[C:16]=2[N:15]=1.